From a dataset of Forward reaction prediction with 1.9M reactions from USPTO patents (1976-2016). Predict the product of the given reaction. (1) The product is: [C:1]([C:4]1[CH:5]=[C:6]([CH:7]=[CH:8][C:9]=1[CH3:10])[CH2:11][CH2:12][C:13]1[C:18]([C:19]([F:21])([F:22])[F:20])=[CH:17][N:16]=[C:15]([NH:23][C:24]2[CH:29]=[CH:28][C:27]([N:30]3[CH2:31][CH2:32][N:33]([C:36]([O:38][C:39]([CH3:40])([CH3:41])[CH3:42])=[O:37])[CH2:34][CH2:35]3)=[CH:26][CH:25]=2)[N:14]=1)(=[O:3])[NH2:2]. Given the reactants [C:1]([C:4]1[CH:5]=[C:6]([C:11]#[C:12][C:13]2[C:18]([C:19]([F:22])([F:21])[F:20])=[CH:17][N:16]=[C:15]([NH:23][C:24]3[CH:29]=[CH:28][C:27]([N:30]4[CH2:35][CH2:34][N:33]([C:36]([O:38][C:39]([CH3:42])([CH3:41])[CH3:40])=[O:37])[CH2:32][CH2:31]4)=[CH:26][CH:25]=3)[N:14]=2)[CH:7]=[CH:8][C:9]=1[CH3:10])(=[O:3])[NH2:2], predict the reaction product. (2) Given the reactants [CH2:1]([C:4]1[C:13]2[C:8](=[CH:9][C:10]([S:24]([C:27]3[CH:32]=[CH:31][C:30]([CH3:33])=[CH:29][CH:28]=3)(=[O:26])=[O:25])=[CH:11][C:12]=2[S:14]([C:17]2[CH:22]=[CH:21][C:20]([CH3:23])=[CH:19][CH:18]=2)(=[O:16])=[O:15])[O:7][C:6](=O)[CH:5]=1)[CH2:2][CH3:3].P12(SP3(SP(SP(S3)(S1)=S)(=S)S2)=S)=[S:36], predict the reaction product. The product is: [CH2:1]([C:4]1[C:13]2[C:8](=[CH:9][C:10]([S:24]([C:27]3[CH:28]=[CH:29][C:30]([CH3:33])=[CH:31][CH:32]=3)(=[O:25])=[O:26])=[CH:11][C:12]=2[S:14]([C:17]2[CH:18]=[CH:19][C:20]([CH3:23])=[CH:21][CH:22]=2)(=[O:16])=[O:15])[O:7][C:6](=[S:36])[CH:5]=1)[CH2:2][CH3:3]. (3) Given the reactants [N:1]1[C:5]2[CH:6]=[CH:7][C:8]([NH2:10])=[CH:9][C:4]=2[NH:3][CH:2]=1.[F:11][C:12]1[CH:13]=[C:14]([CH:17]=[C:18]([F:20])[CH:19]=1)[CH2:15]Br.C([O-])([O-])=O.[K+].[K+], predict the reaction product. The product is: [F:11][C:12]1[CH:13]=[C:14]([CH:17]=[C:18]([F:20])[CH:19]=1)[CH2:15][N:10]([CH2:15][C:14]1[CH:13]=[C:12]([F:11])[CH:19]=[C:18]([F:20])[CH:17]=1)[C:8]1[CH:7]=[CH:6][C:5]2[NH:1][CH:2]=[N:3][C:4]=2[CH:9]=1. (4) Given the reactants Cl[C:2]1[C:7]([C:8]#[N:9])=[CH:6][CH:5]=[CH:4][N:3]=1.Cl.[CH2:11]([O:13][C:14](=[O:18])[C@H:15]([CH3:17])[NH2:16])[CH3:12].C(=O)([O-])[O-].[Na+].[Na+], predict the reaction product. The product is: [C:8]([C:7]1[C:2]([NH:16][C@@H:15]([CH3:17])[C:14]([O:13][CH2:11][CH3:12])=[O:18])=[N:3][CH:4]=[CH:5][CH:6]=1)#[N:9].